Dataset: Reaction yield outcomes from USPTO patents with 853,638 reactions. Task: Predict the reaction yield, written as a fraction of the theoretical maximum amount of product (1.0 means a 100% yield; for example, 0.34 means a 34% yield). (1) The reactants are [Br-].[CH2:2]([O:4][C:5]([C:7]1[NH:8][C:9]2[C:14]([CH:15]=1)=[CH:13][C:12]([C:16]1[CH:21]=[CH:20][N+:19]([CH:22]([CH3:24])[CH3:23])=[CH:18][CH:17]=1)=[CH:11][CH:10]=2)=[O:6])[CH3:3]. The catalyst is CO.[Pt]=O. The product is [CH2:2]([O:4][C:5]([C:7]1[NH:8][C:9]2[C:14]([CH:15]=1)=[CH:13][C:12]([CH:16]1[CH2:21][CH2:20][N:19]([CH:22]([CH3:23])[CH3:24])[CH2:18][CH2:17]1)=[CH:11][CH:10]=2)=[O:6])[CH3:3]. The yield is 0.440. (2) The reactants are [N:1]1[C:10]2[C:5](=[CH:6][CH:7]=[CH:8][CH:9]=2)[CH:4]=[CH:3][C:2]=1[N:11]1[CH2:16][CH2:15][CH:14]([O:17][C:18]2[C:23]([N:24]3[CH2:29][CH2:28][CH:27]([CH:30]=[O:31])[CH2:26][CH2:25]3)=[CH:22][CH:21]=[CH:20][N:19]=2)[CH2:13][CH2:12]1.CC(C[AlH]CC(C)C)C. The catalyst is C1COCC1. The product is [N:1]1[C:10]2[C:5](=[CH:6][CH:7]=[CH:8][CH:9]=2)[CH:4]=[CH:3][C:2]=1[N:11]1[CH2:16][CH2:15][CH:14]([O:17][C:18]2[C:23]([N:24]3[CH2:29][CH2:28][CH:27]([CH2:30][OH:31])[CH2:26][CH2:25]3)=[CH:22][CH:21]=[CH:20][N:19]=2)[CH2:13][CH2:12]1. The yield is 0.600. (3) The reactants are [CH3:1][C:2](=[O:7])[CH2:3][C:4](=[O:6])[CH3:5].[B]=O.[NH:10]1[C:18]2[C:13](=[CH:14][C:15]([CH:19]=O)=[CH:16][CH:17]=2)[CH:12]=[CH:11]1.B(OC(C)C)(OC(C)C)OC(C)C.C(N)CCC.Cl.C(=O)(O)[O-].[Na+]. The catalyst is C(OCC)(=O)C. The product is [NH:10]1[C:18]2[C:13](=[CH:14][C:15]([CH:19]=[CH:1][C:2](=[O:7])[CH2:3][C:4](=[O:6])[CH3:5])=[CH:16][CH:17]=2)[CH:12]=[CH:11]1. The yield is 0.490.